This data is from Forward reaction prediction with 1.9M reactions from USPTO patents (1976-2016). The task is: Predict the product of the given reaction. (1) Given the reactants [CH:1]([C:3]1[C:12]2[C:7](=[CH:8][C:9]([O:13][CH3:14])=[CH:10][CH:11]=2)[CH:6]=[CH:5][C:4]=1OS(C(F)(F)F)(=O)=O)=[O:2].[F-].[Cs+].[F:25][C:26]1[CH:31]=[C:30]([F:32])[CH:29]=[CH:28][C:27]=1B(O)O.C, predict the reaction product. The product is: [F:25][C:26]1[CH:31]=[C:30]([F:32])[CH:29]=[CH:28][C:27]=1[C:4]1[CH:5]=[CH:6][C:7]2[C:12](=[CH:11][CH:10]=[C:9]([O:13][CH3:14])[CH:8]=2)[C:3]=1[CH:1]=[O:2]. (2) Given the reactants [N:1]1[C:9]([C:10]([OH:12])=O)=[C:8]2[C:4]([N:5]=[CH:6][NH:7]2)=[N:3][CH:2]=1.Cl.CN(C)CCCN=C=NCC.Cl.[CH3:26][O:27][CH2:28][CH:29]([C:31]1[CH:36]=[CH:35][C:34]([O:37][C:38]([F:41])([F:40])[F:39])=[CH:33][CH:32]=1)[NH2:30].[Cl-].[NH4+], predict the reaction product. The product is: [CH3:26][O:27][CH2:28][CH:29]([NH:30][C:10]([C:9]1[N:1]=[CH:2][N:3]=[C:4]2[C:8]=1[NH:7][CH:6]=[N:5]2)=[O:12])[C:31]1[CH:32]=[CH:33][C:34]([O:37][C:38]([F:39])([F:41])[F:40])=[CH:35][CH:36]=1. (3) Given the reactants C(NC(=O)[O:6][C:7]1[C:8]([Si:21]([CH3:24])([CH3:23])[CH3:22])=[C:9]2[C:13](=[CH:14][CH:15]=1)[N:12]([CH:16]([CH2:18][CH2:19][CH3:20])[CH3:17])[CH:11]=[CH:10]2)(C)C.C1CCN2C(=NCCC2)CC1.N(CC)CC.C1(N([S:49]([C:52]([F:55])([F:54])[F:53])(=[O:51])=[O:50])[S:49]([C:52]([F:55])([F:54])[F:53])(=[O:51])=[O:50])C=CC=CC=1, predict the reaction product. The product is: [F:53][C:52]([F:55])([F:54])[S:49]([O:6][C:7]1[C:8]([Si:21]([CH3:24])([CH3:23])[CH3:22])=[C:9]2[C:13](=[CH:14][CH:15]=1)[N:12]([CH:16]([CH2:18][CH2:19][CH3:20])[CH3:17])[CH:11]=[CH:10]2)(=[O:51])=[O:50].